From a dataset of Forward reaction prediction with 1.9M reactions from USPTO patents (1976-2016). Predict the product of the given reaction. (1) Given the reactants NC1C=CC(C(N)=O)=CC=1C.C([O:14][C:15](=[O:33])[CH2:16][CH2:17][C:18](=[O:32])[CH2:19][CH2:20][C:21]([C:23]1[CH:28]=[CH:27][C:26]([C:29](=[O:31])[NH2:30])=[CH:25][CH:24]=1)=[O:22])C.C1(C)C=CC(S(O)(=O)=O)=CC=1, predict the reaction product. The product is: [C:29]([C:26]1[CH:25]=[CH:24][C:23]([C:21](=[O:22])[CH2:20][CH2:19][C:18](=[O:32])[CH2:17][CH2:16][C:15]([OH:33])=[O:14])=[CH:28][CH:27]=1)(=[O:31])[NH2:30]. (2) Given the reactants Cl[C:2]1[N:7]=[N:6][C:5]([NH:8][CH2:9][C:10]2([C:14]3[C:19]([F:20])=[CH:18][CH:17]=[CH:16][N:15]=3)[CH2:13][CH2:12][CH2:11]2)=[CH:4][CH:3]=1.[CH3:21][O:22][C:23]1[C:28](B(O)O)=[CH:27][CH:26]=[CH:25][N:24]=1.C(=O)([O-])[O-].[K+].[K+].O1CCOCC1, predict the reaction product. The product is: [F:20][C:19]1[C:14]([C:10]2([CH2:9][NH:8][C:5]3[N:6]=[N:7][C:2]([C:28]4[C:23]([O:22][CH3:21])=[N:24][CH:25]=[CH:26][CH:27]=4)=[CH:3][CH:4]=3)[CH2:13][CH2:12][CH2:11]2)=[N:15][CH:16]=[CH:17][CH:18]=1. (3) Given the reactants [NH:1]1C2C(=CC=CC=2)[C:4](=[O:5])[C:2]1=O.[Br:12][C:13]1[CH:19]=[CH:18][CH:17]=[CH:16][C:14]=1[NH2:15].ClC(Cl)(Cl)C(O)[OH:23].Cl.NO.S([O-])([O-])(=O)=O.[Na+].[Na+], predict the reaction product. The product is: [Br:12][C:13]1[CH:19]=[CH:18][CH:17]=[CH:16][C:14]=1[NH:15][C:4](=[O:5])[CH:2]=[N:1][OH:23]. (4) The product is: [CH3:19][C:9]1[CH:14]=[CH:13][C:12]([S:15]([O:6][CH2:5][CH2:4][C:3]([O:2][CH3:1])([CH3:8])[CH3:7])(=[O:17])=[O:16])=[CH:11][CH:10]=1. Given the reactants [CH3:1][O:2][C:3]([CH3:8])([CH3:7])[CH2:4][CH2:5][OH:6].[C:9]1([CH3:19])[CH:14]=[CH:13][C:12]([S:15](Cl)(=[O:17])=[O:16])=[CH:11][CH:10]=1, predict the reaction product. (5) Given the reactants [C:1]([O:8]CC)(=O)[CH2:2][CH:3]=[CH:4][CH:5]=[CH2:6].[H-].[Al+3].[Li+].[H-].[H-].[H-].N1C=CC=CC=1.[C:23]1([CH3:33])[CH:28]=[CH:27][C:26]([S:29](Cl)(=[O:31])=[O:30])=[CH:25][CH:24]=1, predict the reaction product. The product is: [CH3:33][C:23]1[CH:28]=[CH:27][C:26]([S:29]([O:8][CH2:1][CH2:2][CH:3]=[CH:4][CH:5]=[CH2:6])(=[O:31])=[O:30])=[CH:25][CH:24]=1. (6) Given the reactants Cl[C:2]1[CH:3]=[C:4]([F:9])[C:5]([F:8])=[N:6][CH:7]=1.[CH3:10][C:11]1[CH:15]=[C:14]([Sn](CCCC)(CCCC)CCCC)[O:13][N:12]=1.CC(C1C=C(C(C)C)C(C2C=CC=CC=2P(C2CCCCC2)C2CCCCC2)=C(C(C)C)C=1)C.O1CCOCC1, predict the reaction product. The product is: [F:8][C:5]1[C:4]([F:9])=[CH:3][C:2]([C:14]2[O:13][N:12]=[C:11]([CH3:10])[CH:15]=2)=[CH:7][N:6]=1. (7) Given the reactants [F:1][C:2]([F:17])([C:7]1[CH:15]=[CH:14][CH:13]=[C:12]2[C:8]=1[CH2:9][CH2:10][C@@H:11]2[OH:16])[C:3]([F:6])([F:5])[F:4].[CH3:18][O:19][C:20](=[O:32])[CH2:21][C@H:22]1[C:26]2[CH:27]=[CH:28][C:29](O)=[CH:30][C:25]=2[O:24][CH2:23]1, predict the reaction product. The product is: [CH3:18][O:19][C:20](=[O:32])[CH2:21][C@H:22]1[C:26]2[CH:27]=[CH:28][C:29]([O:16][C@H:11]3[C:12]4[C:8](=[C:7]([C:2]([F:17])([F:1])[C:3]([F:5])([F:4])[F:6])[CH:15]=[CH:14][CH:13]=4)[CH2:9][CH2:10]3)=[CH:30][C:25]=2[O:24][CH2:23]1. (8) Given the reactants [C:1]1([C:7]2[CH:11]=[C:10]([NH:12][C:13]([NH:15][C:16](=[O:20])OCC)=[S:14])[NH:9][N:8]=2)[CH:6]=[CH:5][CH:4]=[CH:3][CH:2]=1.S(=O)(=O)(O)O, predict the reaction product. The product is: [C:1]1([C:7]2[CH:11]=[C:10]3[NH:12][C:13](=[S:14])[NH:15][C:16](=[O:20])[N:9]3[N:8]=2)[CH:6]=[CH:5][CH:4]=[CH:3][CH:2]=1.